From a dataset of Catalyst prediction with 721,799 reactions and 888 catalyst types from USPTO. Predict which catalyst facilitates the given reaction. (1) Reactant: [Cl:1][C:2]1[CH:3]=[CH:4][C:5]([N:20]2[C:24]([CH3:25])=[C:23]([CH3:26])[N:22]=[C:21]2[CH2:27][OH:28])=[C:6]([C:8]([C:10]2[CH:15]=[CH:14][CH:13]=[C:12]([O:16][CH3:17])[C:11]=2[O:18][CH3:19])=[O:9])[CH:7]=1.O1CCCC1. Product: [Cl:1][C:2]1[CH:3]=[CH:4][C:5]([N:20]2[C:24]([CH3:25])=[C:23]([CH3:26])[N:22]=[C:21]2[CH:27]=[O:28])=[C:6]([C:8](=[O:9])[C:10]2[CH:15]=[CH:14][CH:13]=[C:12]([O:16][CH3:17])[C:11]=2[O:18][CH3:19])[CH:7]=1. The catalyst class is: 327. (2) Reactant: [NH2:1][C@H:2]([CH2:32][C:33]1[CH:38]=[CH:37][CH:36]=[CH:35][CH:34]=1)[C:3]([N:5]1[CH2:10][CH2:9][CH:8]([N:11]2[N:20]=[C:19]([C:21]3[CH:26]=[CH:25][C:24]([O:27][CH3:28])=[C:23]([O:29][CH3:30])[CH:22]=3)[C@@H:18]3[C@@H:13]([CH2:14][CH2:15][CH2:16][CH2:17]3)[C:12]2=[O:31])[CH2:7][CH2:6]1)=[O:4].[CH:39]1([CH2:42][O:43][C:44]2[CH:52]=[CH:51][C:47]3[O:48][CH2:49][O:50][C:46]=3[C:45]=2[C:53]2[C:54]3[NH:61][CH:60]=[C:59]([C:62](O)=[O:63])[C:55]=3[N:56]=[CH:57][N:58]=2)[CH2:41][CH2:40]1.CCOC(C(C#N)=NOC(N1CCOCC1)=[N+](C)C)=O.F[P-](F)(F)(F)(F)F.CCN(C(C)C)C(C)C. Product: [CH:39]1([CH2:42][O:43][C:44]2[CH:52]=[CH:51][C:47]3[O:48][CH2:49][O:50][C:46]=3[C:45]=2[C:53]2[C:54]3[NH:61][CH:60]=[C:59]([C:62]([NH:1][C@H:2]([CH2:32][C:33]4[CH:34]=[CH:35][CH:36]=[CH:37][CH:38]=4)[C:3]([N:5]4[CH2:6][CH2:7][CH:8]([N:11]5[N:20]=[C:19]([C:21]6[CH:26]=[CH:25][C:24]([O:27][CH3:28])=[C:23]([O:29][CH3:30])[CH:22]=6)[C@@H:18]6[C@@H:13]([CH2:14][CH2:15][CH2:16][CH2:17]6)[C:12]5=[O:31])[CH2:9][CH2:10]4)=[O:4])=[O:63])[C:55]=3[N:56]=[CH:57][N:58]=2)[CH2:40][CH2:41]1. The catalyst class is: 2. (3) Reactant: [CH:1]#[C:2][CH2:3][NH:4][C@H:5]1[C:9]2[CH:10]=[CH:11][CH:12]=[CH:13][C:8]=2[CH2:7][CH2:6]1.[ClH:14]. Product: [CH:1]#[C:2][CH2:3][NH:4][C@H:5]1[C:9]2[C:8](=[CH:13][CH:12]=[CH:11][CH:10]=2)[CH2:7][CH2:6]1.[ClH:14]. The catalyst class is: 41. (4) Reactant: [NH2:1][C:2]1[N:7]=[C:6](Cl)[N:5]=[C:4]([C:9]([F:12])([CH3:11])[CH3:10])[N:3]=1.C(=O)([O-])[O-].[K+].[K+].[C:19]1([CH2:25][CH2:26][CH2:27][CH:28]([NH2:32])[CH:29]2[CH2:31][CH2:30]2)[CH:24]=[CH:23][CH:22]=[CH:21][CH:20]=1. Product: [NH2:1][C:2]1[N:3]=[C:4]([C:9]([F:12])([CH3:11])[CH3:10])[N:5]=[C:6]([NH:32][CH:28]([CH:29]2[CH2:31][CH2:30]2)[CH2:27][CH2:26][CH2:25][C:19]2[CH:24]=[CH:23][CH:22]=[CH:21][CH:20]=2)[N:7]=1. The catalyst class is: 10.